Dataset: Forward reaction prediction with 1.9M reactions from USPTO patents (1976-2016). Task: Predict the product of the given reaction. (1) Given the reactants [NH2:1][C:2]1[N:7]=[CH:6][N:5]=[C:4]2[N:8]([CH:12]([C:14]3[C:15]([O:34][CH3:35])=[C:16]([CH:23]4[CH2:26][N:25](C(OC(C)(C)C)=O)[CH2:24]4)[C:17]([C:21]#[N:22])=[C:18]([Cl:20])[CH:19]=3)[CH3:13])[N:9]=[C:10]([CH3:11])[C:3]=12.FC(F)(F)C(O)=O, predict the reaction product. The product is: [NH2:1][C:2]1[N:7]=[CH:6][N:5]=[C:4]2[N:8]([CH:12]([C:14]3[CH:19]=[C:18]([Cl:20])[C:17]([C:21]#[N:22])=[C:16]([CH:23]4[CH2:24][NH:25][CH2:26]4)[C:15]=3[O:34][CH3:35])[CH3:13])[N:9]=[C:10]([CH3:11])[C:3]=12. (2) The product is: [Br:43][C:44]1[CH:52]=[C:51](/[CH:53]=[CH:54]/[CH:55]([C:60]2[CH:61]=[C:62]([Cl:68])[C:63]([Cl:67])=[C:64]([Cl:66])[CH:65]=2)[C:56]([F:59])([F:58])[F:57])[CH:50]=[CH:49][C:45]=1[C:46]([NH:69][CH2:70][CH2:71][NH:72][C:73](=[O:79])[O:74][C:75]([CH3:76])([CH3:78])[CH3:77])=[O:47]. Given the reactants C1CN([P+](ON2N=NC3C=CC=CC2=3)(N2CCCC2)N2CCCC2)CC1.F[P-](F)(F)(F)(F)F.CCN(C(C)C)C(C)C.[Br:43][C:44]1[CH:52]=[C:51](/[CH:53]=[CH:54]/[CH:55]([C:60]2[CH:65]=[C:64]([Cl:66])[C:63]([Cl:67])=[C:62]([Cl:68])[CH:61]=2)[C:56]([F:59])([F:58])[F:57])[CH:50]=[CH:49][C:45]=1[C:46](O)=[O:47].[NH2:69][CH2:70][CH2:71][NH:72][C:73](=[O:79])[O:74][C:75]([CH3:78])([CH3:77])[CH3:76], predict the reaction product. (3) Given the reactants [CH3:1][C:2]1[CH:7]=[C:6]([N+:8]([O-:10])=[O:9])[CH:5]=[CH:4][C:3]=1[N+]([O-])=O.[F:14][C:15]([F:29])([F:28])[C:16]([C:18]1[CH:23]=[CH:22][CH:21]=[C:20]([C:24]([F:27])([F:26])[F:25])[CH:19]=1)=[O:17].CCN(C(C)C)C(C)C.[F-].C([N+](CCCC)(CCCC)CCCC)CCC, predict the reaction product. The product is: [N+:8]([C:6]1[CH:5]=[CH:4][C:3]2[O:17][C:16]([C:15]([F:14])([F:28])[F:29])([C:18]3[CH:23]=[CH:22][CH:21]=[C:20]([C:24]([F:25])([F:26])[F:27])[CH:19]=3)[CH2:1][C:2]=2[CH:7]=1)([O-:10])=[O:9]. (4) Given the reactants C(OC([N:8]1[CH2:15][C:14](=[CH2:16])[CH2:13][C@H:9]1[C:10]([OH:12])=O)=O)(C)(C)C.[CH2:17]([N:19]1[C:31]2[CH:30]=[CH:29][C:28]([NH2:32])=[CH:27][C:26]=2[C:25]2[C:20]1=[CH:21][CH:22]=[CH:23][CH:24]=2)[CH3:18], predict the reaction product. The product is: [CH2:17]([N:19]1[C:31]2[CH:30]=[CH:29][C:28]([NH:32][C:10]([C@@H:9]3[CH2:13][C:14](=[CH2:16])[CH2:15][NH:8]3)=[O:12])=[CH:27][C:26]=2[C:25]2[C:20]1=[CH:21][CH:22]=[CH:23][CH:24]=2)[CH3:18]. (5) Given the reactants [K].[C:2]1(C)[CH:7]=CC=C[CH:3]=1.[CH:9]1[C:19]2[CH2:18][C:17](=[O:20])[C:16]3[CH:21]=[CH:22][CH:23]=[CH:24][C:15]=3[CH2:14][C:13]=2[CH:12]=[CH:11][CH:10]=1.[CH2:25](Br)[CH:26]=[CH2:27], predict the reaction product. The product is: [CH2:7]([C:18]1([CH2:27][CH:26]=[CH2:25])[C:17](=[O:20])[C:16]2[CH:21]=[CH:22][CH:23]=[CH:24][C:15]=2[CH2:14][C:13]2[CH:12]=[CH:11][CH:10]=[CH:9][C:19]1=2)[CH:2]=[CH2:3]. (6) Given the reactants BrN1C(=[O:7])CCC1=O.[CH:9]1([CH2:12][CH2:13][O:14][C:15]2[CH:20]=[CH:19][C:18]([CH3:21])=[C:17]([N+:22]([O-:24])=[O:23])[CH:16]=2)[CH2:11][CH2:10]1, predict the reaction product. The product is: [CH:9]1([CH2:12][CH2:13][O:14][C:15]2[CH:20]=[CH:19][C:18]([CH:21]=[O:7])=[C:17]([N+:22]([O-:24])=[O:23])[CH:16]=2)[CH2:11][CH2:10]1. (7) The product is: [CH3:1][O:2][C:3](=[O:19])[CH:4]([C@H:5]1[CH2:6][CH2:7][C@H:8]([NH:11][C:12]([O:14][C:15]([CH3:16])([CH3:18])[CH3:17])=[O:13])[CH2:9][CH2:10]1)[CH:42]([OH:43])[C:35]1[C:34]2[C:39](=[CH:40][CH:41]=[C:32]([O:31][CH3:30])[N:33]=2)[N:38]=[CH:37][CH:36]=1. Given the reactants [CH3:1][O:2][C:3](=[O:19])[CH2:4][C@H:5]1[CH2:10][CH2:9][C@H:8]([NH:11][C:12]([O:14][C:15]([CH3:18])([CH3:17])[CH3:16])=[O:13])[CH2:7][CH2:6]1.[Li+].C[Si]([N-][Si](C)(C)C)(C)C.[CH3:30][O:31][C:32]1[N:33]=[C:34]2[C:39](=[CH:40][CH:41]=1)[N:38]=[CH:37][CH:36]=[C:35]2[CH:42]=[O:43], predict the reaction product. (8) Given the reactants [CH3:1][N:2]1[CH:6]=[C:5]([NH:7][C:8]([C:10]2[CH:15]=[CH:14][CH:13]=[C:12]([C:16]3[CH:17]=[N:18][N:19]([CH2:21][CH2:22]Cl)[CH:20]=3)[N:11]=2)=[O:9])[C:4]([C:24](=[O:30])[NH:25][CH2:26][CH2:27][NH:28][CH3:29])=[N:3]1.[C:31]([O-])([O-:33])=[O:32].[Cs+].[Cs+].[I-].[K+], predict the reaction product. The product is: [CH3:29][N:28]1[CH2:27][CH2:26][NH:25][C:24](=[O:30])[C:4]2[C:5](=[CH:6][N:2]([CH3:1])[N:3]=2)[NH:7][C:8](=[O:9])[C:10]2=[N:11][C:12](=[CH:13][CH:14]=[CH:15]2)[C:16]2=[CH:20][N:19]([N:18]=[CH:17]2)[CH2:21][CH2:22][O:33][C:31]1=[O:32]. (9) Given the reactants CO[C:3]1([C:8]2[CH:13]=[CH:12][C:11]([S:14][CH3:15])=[CH:10][CH:9]=2)[C:5]([CH3:7])([CH3:6])[O:4]1.[CH2:16]([NH:18][CH2:19][CH2:20][CH3:21])[CH3:17].CSC1C=CC(C(C2(N3CCCC3)CCCCC2)=O)=CC=1, predict the reaction product. The product is: [CH2:16]([N:18]([CH2:19][CH2:20][CH3:21])[C:5]([CH3:7])([CH3:6])[C:3]([C:8]1[CH:13]=[CH:12][C:11]([S:14][CH3:15])=[CH:10][CH:9]=1)=[O:4])[CH3:17].